Dataset: CYP2C9 inhibition data for predicting drug metabolism from PubChem BioAssay. Task: Regression/Classification. Given a drug SMILES string, predict its absorption, distribution, metabolism, or excretion properties. Task type varies by dataset: regression for continuous measurements (e.g., permeability, clearance, half-life) or binary classification for categorical outcomes (e.g., BBB penetration, CYP inhibition). Dataset: cyp2c9_veith. The molecule is COc1cccc(-c2ccc3ncnc(N4CCOCC4)c3c2)c1. The result is 0 (non-inhibitor).